From a dataset of Reaction yield outcomes from USPTO patents with 853,638 reactions. Predict the reaction yield, written as a fraction of the theoretical maximum amount of product (1.0 means a 100% yield; for example, 0.34 means a 34% yield). (1) The reactants are [CH3:1][C:2]1[CH:7]=[C:6]([CH3:8])[C:5]([N:9]2[CH:13]=[N:12][C:11]([C:14]([F:17])([F:16])[F:15])=[N:10]2)=[CH:4][C:3]=1[S:18](Cl)(=O)=O.C(O)C.Cl.O. The catalyst is [Zn].C(OCC)(=O)C. The product is [CH3:1][C:2]1[CH:7]=[C:6]([CH3:8])[C:5]([N:9]2[CH:13]=[N:12][C:11]([C:14]([F:15])([F:16])[F:17])=[N:10]2)=[CH:4][C:3]=1[SH:18]. The yield is 0.860. (2) The reactants are Cl[C:2]1[N:3]=[C:4]([NH:18][CH3:19])[C:5]2[CH2:10][CH2:9][CH:8]([C:11]3[CH:16]=[CH:15][C:14]([F:17])=[CH:13][CH:12]=3)[C:6]=2[N:7]=1.[Cl:20][C:21]1[N:22]=[CH:23][N:24]([C:26]2[CH:32]=[CH:31][C:29]([NH2:30])=[CH:28][C:27]=2[O:33][CH3:34])[CH:25]=1. The product is [Cl:20][C:21]1[N:22]=[CH:23][N:24]([C:26]2[CH:32]=[CH:31][C:29]([NH:30][C:2]3[N:3]=[C:4]([NH:18][CH3:19])[C:5]4[CH2:10][CH2:9][CH:8]([C:11]5[CH:16]=[CH:15][C:14]([F:17])=[CH:13][CH:12]=5)[C:6]=4[N:7]=3)=[CH:28][C:27]=2[O:33][CH3:34])[CH:25]=1. The yield is 0.404. The catalyst is C1COCC1.C(O)(=O)C. (3) The reactants are FC(F)(F)C(O)=O.[CH:8]1([C:12]([C:14]2[CH:42]=[CH:41][C:17]([O:18][C@@H:19]([C:22]3[O:26][N:25]=[C:24]([C:27]4[CH:39]=[CH:38][C:30]([C:31]([O:33]C(C)(C)C)=[O:32])=[C:29]([F:40])[CH:28]=4)[N:23]=3)[CH2:20][CH3:21])=[CH:16][CH:15]=2)=[O:13])[CH2:11][CH2:10][CH2:9]1. The catalyst is ClCCl. The product is [CH:8]1([C:12]([C:14]2[CH:42]=[CH:41][C:17]([O:18][C@@H:19]([C:22]3[O:26][N:25]=[C:24]([C:27]4[CH:39]=[CH:38][C:30]([C:31]([OH:33])=[O:32])=[C:29]([F:40])[CH:28]=4)[N:23]=3)[CH2:20][CH3:21])=[CH:16][CH:15]=2)=[O:13])[CH2:11][CH2:10][CH2:9]1. The yield is 0.560.